This data is from NCI-60 drug combinations with 297,098 pairs across 59 cell lines. The task is: Regression. Given two drug SMILES strings and cell line genomic features, predict the synergy score measuring deviation from expected non-interaction effect. (1) Drug 1: CCN(CC)CCNC(=O)C1=C(NC(=C1C)C=C2C3=C(C=CC(=C3)F)NC2=O)C. Drug 2: C1=NNC2=C1C(=O)NC=N2. Cell line: MCF7. Synergy scores: CSS=7.78, Synergy_ZIP=-3.89, Synergy_Bliss=-3.50, Synergy_Loewe=-6.39, Synergy_HSA=-1.48. (2) Drug 1: CCC1=C2CN3C(=CC4=C(C3=O)COC(=O)C4(CC)O)C2=NC5=C1C=C(C=C5)O. Drug 2: CC(C)NC(=O)C1=CC=C(C=C1)CNNC.Cl. Cell line: T-47D. Synergy scores: CSS=30.8, Synergy_ZIP=-2.36, Synergy_Bliss=-1.24, Synergy_Loewe=-34.1, Synergy_HSA=-2.00. (3) Drug 1: C1=CC(=CC=C1CCCC(=O)O)N(CCCl)CCCl. Drug 2: C1CNP(=O)(OC1)N(CCCl)CCCl. Cell line: SNB-19. Synergy scores: CSS=3.73, Synergy_ZIP=-8.51, Synergy_Bliss=-4.76, Synergy_Loewe=-18.6, Synergy_HSA=-5.14. (4) Drug 1: CC1=C(C(=O)C2=C(C1=O)N3CC4C(C3(C2COC(=O)N)OC)N4)N. Drug 2: N.N.Cl[Pt+2]Cl. Cell line: SR. Synergy scores: CSS=82.9, Synergy_ZIP=0.296, Synergy_Bliss=0.301, Synergy_Loewe=0.465, Synergy_HSA=2.79. (5) Drug 1: CCCS(=O)(=O)NC1=C(C(=C(C=C1)F)C(=O)C2=CNC3=C2C=C(C=N3)C4=CC=C(C=C4)Cl)F. Drug 2: CC1=C(C=C(C=C1)NC2=NC=CC(=N2)N(C)C3=CC4=NN(C(=C4C=C3)C)C)S(=O)(=O)N.Cl. Cell line: HCT-15. Synergy scores: CSS=-0.344, Synergy_ZIP=10.2, Synergy_Bliss=10.3, Synergy_Loewe=8.51, Synergy_HSA=6.91. (6) Cell line: HCT116. Drug 2: C1=CN(C(=O)N=C1N)C2C(C(C(O2)CO)O)O.Cl. Drug 1: C1=C(C(=O)NC(=O)N1)N(CCCl)CCCl. Synergy scores: CSS=59.4, Synergy_ZIP=0.415, Synergy_Bliss=1.33, Synergy_Loewe=-11.5, Synergy_HSA=5.32. (7) Drug 1: C1CCN(CC1)CCOC2=CC=C(C=C2)C(=O)C3=C(SC4=C3C=CC(=C4)O)C5=CC=C(C=C5)O. Drug 2: CC1CCC2CC(C(=CC=CC=CC(CC(C(=O)C(C(C(=CC(C(=O)CC(OC(=O)C3CCCCN3C(=O)C(=O)C1(O2)O)C(C)CC4CCC(C(C4)OC)O)C)C)O)OC)C)C)C)OC. Cell line: OVCAR-5. Synergy scores: CSS=21.9, Synergy_ZIP=2.92, Synergy_Bliss=4.14, Synergy_Loewe=-9.31, Synergy_HSA=2.81. (8) Drug 1: CNC(=O)C1=CC=CC=C1SC2=CC3=C(C=C2)C(=NN3)C=CC4=CC=CC=N4. Drug 2: CC(C)CN1C=NC2=C1C3=CC=CC=C3N=C2N. Cell line: OVCAR-8. Synergy scores: CSS=-0.398, Synergy_ZIP=0.885, Synergy_Bliss=0.0512, Synergy_Loewe=-1.48, Synergy_HSA=-1.52. (9) Drug 1: CCCCC(=O)OCC(=O)C1(CC(C2=C(C1)C(=C3C(=C2O)C(=O)C4=C(C3=O)C=CC=C4OC)O)OC5CC(C(C(O5)C)O)NC(=O)C(F)(F)F)O. Drug 2: C1CN(P(=O)(OC1)NCCCl)CCCl. Cell line: RXF 393. Synergy scores: CSS=17.9, Synergy_ZIP=-11.1, Synergy_Bliss=-12.8, Synergy_Loewe=-37.9, Synergy_HSA=-11.7.